This data is from Forward reaction prediction with 1.9M reactions from USPTO patents (1976-2016). The task is: Predict the product of the given reaction. (1) Given the reactants [CH3:1][C:2]1[CH:19]=[CH:18][C:17]([CH3:20])=[CH:16][C:3]=1[O:4][CH2:5][C:6]1[CH:15]=[CH:14][CH:13]=[CH:12][C:7]=1[CH:8]([OH:11])[C:9]#[N:10].Cl.[OH2:22], predict the reaction product. The product is: [CH3:1][C:2]1[CH:19]=[CH:18][C:17]([CH3:20])=[CH:16][C:3]=1[O:4][CH2:5][C:6]1[CH:15]=[CH:14][CH:13]=[CH:12][C:7]=1[CH:8]([OH:11])[C:9]([NH2:10])=[O:22]. (2) Given the reactants CS(O[CH2:6][CH2:7][C:8]([CH3:32])([N:10]1[CH:14]=[C:13]([C:15]2[CH:20]=[CH:19][N:18]=[C:17]3[N:21]([CH2:24][O:25][CH2:26][CH2:27][Si:28]([CH3:31])([CH3:30])[CH3:29])[CH:22]=[CH:23][C:16]=23)[CH:12]=[N:11]1)[CH3:9])(=O)=O.[C-:33]#[N:34].[K+], predict the reaction product. The product is: [CH3:32][C:8]([N:10]1[CH:14]=[C:13]([C:15]2[CH:20]=[CH:19][N:18]=[C:17]3[N:21]([CH2:24][O:25][CH2:26][CH2:27][Si:28]([CH3:30])([CH3:29])[CH3:31])[CH:22]=[CH:23][C:16]=23)[CH:12]=[N:11]1)([CH3:9])[CH2:7][CH2:6][C:33]#[N:34]. (3) Given the reactants [C:1]([N:8]1[CH2:13][CH2:12][CH:11]([C:14]([OH:16])=O)[CH2:10][CH2:9]1)([O:3][C:4]([CH3:7])([CH3:6])[CH3:5])=[O:2].[Cl:17][C:18]1[CH:24]=[CH:23][C:21]([NH2:22])=[CH:20][CH:19]=1.Cl.CN(C)CCCN=C=NCC.C(N(CC)CC)C, predict the reaction product. The product is: [Cl:17][C:18]1[CH:24]=[CH:23][C:21]([NH:22][C:14]([CH:11]2[CH2:10][CH2:9][N:8]([C:1]([O:3][C:4]([CH3:5])([CH3:6])[CH3:7])=[O:2])[CH2:13][CH2:12]2)=[O:16])=[CH:20][CH:19]=1. (4) Given the reactants [CH3:1][C:2]1[CH2:6][CH:5]([CH3:7])[N:4]([CH2:8][C:9]([O:11]CC)=[O:10])[N:3]=1.[OH-].[Li+].CO.[Cl-].[NH4+], predict the reaction product. The product is: [CH3:1][C:2]1[CH2:6][CH:5]([CH3:7])[N:4]([CH2:8][C:9]([OH:11])=[O:10])[N:3]=1. (5) Given the reactants [C:1]([N:4]1[C:8]([CH2:15][CH2:16][NH:17][S:18]([CH3:21])(=[O:20])=[O:19])([C:9]2[CH:14]=[CH:13][CH:12]=[CH:11][CH:10]=2)[S:7][C:6]([NH:22]C(=O)C)=[N:5]1)(=[O:3])[CH3:2].[BH4-].[Na+].O.O.O.O.O.O.O.[Cl-].[Ce+3].[Cl-].[Cl-], predict the reaction product. The product is: [C:1]([N:4]1[N:5]=[C:6]([NH2:22])[S:7][C:8]1([CH2:15][CH2:16][NH:17][S:18]([CH3:21])(=[O:19])=[O:20])[C:9]1[CH:14]=[CH:13][CH:12]=[CH:11][CH:10]=1)(=[O:3])[CH3:2]. (6) Given the reactants FC(F)(F)C([N:5]1[CH2:11][CH:10]([CH3:12])[C:9]2[CH:13]=[C:14]([Br:20])[C:15]([O:17][CH2:18][CH3:19])=[CH:16][C:8]=2[CH2:7][CH2:6]1)=O.[OH-].[Na+], predict the reaction product. The product is: [Br:20][C:14]1[C:15]([O:17][CH2:18][CH3:19])=[CH:16][C:8]2[CH2:7][CH2:6][NH:5][CH2:11][CH:10]([CH3:12])[C:9]=2[CH:13]=1.